This data is from Full USPTO retrosynthesis dataset with 1.9M reactions from patents (1976-2016). The task is: Predict the reactants needed to synthesize the given product. (1) Given the product [F:5][C:6]1[C:7]([C:24]2[CH:29]=[CH:28][C:27]([F:30])=[CH:26][C:25]=2[O:31][CH3:32])=[N:8][C:9]([NH:12][C:13]2[CH:14]=[C:15]([CH:16]=[CH:17][CH:18]=2)[CH2:19][S:20]([CH3:23])(=[O:21])=[N:22][C:2]([NH:1][CH3:4])=[O:3])=[N:10][CH:11]=1, predict the reactants needed to synthesize it. The reactants are: [N:1]([CH3:4])=[C:2]=[O:3].[F:5][C:6]1[C:7]([C:24]2[CH:29]=[CH:28][C:27]([F:30])=[CH:26][C:25]=2[O:31][CH3:32])=[N:8][C:9]([NH:12][C:13]2[CH:18]=[CH:17][CH:16]=[C:15]([CH2:19][S:20]([CH3:23])(=[NH:22])=[O:21])[CH:14]=2)=[N:10][CH:11]=1.C(N(CC)CC)C. (2) Given the product [Br:1][C:2]1[CH:7]=[CH:6][C:5]2[NH:8][C:10]([CH3:11])=[N:9][C:4]=2[CH:3]=1, predict the reactants needed to synthesize it. The reactants are: [Br:1][C:2]1[CH:3]=[C:4]([NH2:9])[C:5]([NH2:8])=[CH:6][CH:7]=1.[C:10](O)(=O)[CH3:11]. (3) Given the product [CH:3]1([CH2:9][NH:10][C:11]2[CH:12]=[C:13]([CH:14]=[CH:15][CH:16]=2)[O:17][C:18]2[CH:23]=[CH:22][C:21]([N+:24]([O-:26])=[O:25])=[C:20]([CH:19]=2)[CH:27]=[O:28])[CH2:8][CH2:7][CH2:6][CH2:5][CH2:4]1, predict the reactants needed to synthesize it. The reactants are: Cl.O.[CH:3]1([CH2:9][NH:10][C:11]2[CH:16]=[CH:15][CH:14]=[C:13]([O:17][C:18]3[CH:23]=[CH:22][C:21]([N+:24]([O-:26])=[O:25])=[C:20]([CH:27](OC)[O:28]C)[CH:19]=3)[CH:12]=2)[CH2:8][CH2:7][CH2:6][CH2:5][CH2:4]1. (4) Given the product [CH2:15]([N:11]1[C:12]2[C:7](=[C:6]([OH:29])[C:5]([C:3]([NH:30][CH2:31][C:32]([OH:34])=[O:33])=[O:4])=[N:14][CH:13]=2)[CH:8]=[C:9]([C:23]2[CH:24]=[CH:25][CH:26]=[CH:27][CH:28]=2)[C:10]1=[O:22])[C:16]1[CH:17]=[CH:18][CH:19]=[CH:20][CH:21]=1, predict the reactants needed to synthesize it. The reactants are: CO[C:3]([C:5]1[C:6]([OH:29])=[C:7]2[C:12](=[CH:13][N:14]=1)[N:11]([CH2:15][C:16]1[CH:21]=[CH:20][CH:19]=[CH:18][CH:17]=1)[C:10](=[O:22])[C:9]([C:23]1[CH:28]=[CH:27][CH:26]=[CH:25][CH:24]=1)=[CH:8]2)=[O:4].[NH2:30][CH2:31][C:32]([OH:34])=[O:33].C[O-].[Na+].